This data is from Full USPTO retrosynthesis dataset with 1.9M reactions from patents (1976-2016). The task is: Predict the reactants needed to synthesize the given product. (1) Given the product [CH2:19]([O:26][C:27]1[CH:31]=[C:30]([C:32]([N:16]2[CH2:17][CH2:18][N:13]([C:8]3[CH:9]=[CH:10][CH:11]=[CH:12][C:7]=3[C:3]([CH3:6])([CH3:4])[CH3:5])[CH2:14][CH2:15]2)=[O:33])[O:29][N:28]=1)[C:20]1[CH:21]=[CH:22][CH:23]=[CH:24][CH:25]=1, predict the reactants needed to synthesize it. The reactants are: Cl.Cl.[C:3]([C:7]1[CH:12]=[CH:11][CH:10]=[CH:9][C:8]=1[N:13]1[CH2:18][CH2:17][NH:16][CH2:15][CH2:14]1)([CH3:6])([CH3:5])[CH3:4].[CH2:19]([O:26][C:27]1[CH:31]=[C:30]([C:32](O)=[O:33])[O:29][N:28]=1)[C:20]1[CH:25]=[CH:24][CH:23]=[CH:22][CH:21]=1.C(N(CC)CC)C.CCN=C=NCCCN(C)C.C1C=CC2N(O)N=NC=2C=1. (2) Given the product [C:15]([C:10]1[C:11](=[O:14])[N:12]([CH2:23][C:22]2[C:21]([Cl:20])=[CH:28][CH:27]=[CH:26][C:25]=2[Cl:29])[N:13]=[C:8]([C:5]2[CH:6]=[CH:7][C:2]([F:1])=[C:3]([CH3:19])[CH:4]=2)[CH:9]=1)([OH:17])=[O:16], predict the reactants needed to synthesize it. The reactants are: [F:1][C:2]1[CH:7]=[CH:6][C:5]([C:8]2[CH:9]=[C:10]([C:15]([O:17]C)=[O:16])[C:11](=[O:14])[NH:12][N:13]=2)=[CH:4][C:3]=1[CH3:19].[Cl:20][C:21]1[CH:28]=[CH:27][CH:26]=[C:25]([Cl:29])[C:22]=1[CH2:23]Br. (3) Given the product [CH:54]1([C:39]2[C:38]3[C:42](=[CH:43][CH:44]=[CH:45][C:37]=3[NH:36][C:34]([C:31]3[N:28]4[CH:29]=[CH:30][C:25]([O:18][CH2:17][CH2:16][N:13]5[CH2:12][CH2:11][N:10]([CH:7]([CH3:9])[CH3:8])[CH2:15][CH2:14]5)=[CH:26][C:27]4=[N:33][CH:32]=3)=[O:35])[N:41]([CH2:46][C:47]3[CH:52]=[CH:51][CH:50]=[C:49]([CH3:53])[N:48]=3)[N:40]=2)[CH2:56][CH2:55]1, predict the reactants needed to synthesize it. The reactants are: CC(C)([O-])C.[K+].[CH:7]([N:10]1[CH2:15][CH2:14][N:13]([CH2:16][CH2:17][OH:18])[CH2:12][CH2:11]1)([CH3:9])[CH3:8].C(O)(C)(C)C.F[C:25]1[CH:30]=[CH:29][N:28]2[C:31]([C:34]([NH:36][C:37]3[CH:45]=[CH:44][CH:43]=[C:42]4[C:38]=3[C:39]([CH:54]3[CH2:56][CH2:55]3)=[N:40][N:41]4[CH2:46][C:47]3[CH:52]=[CH:51][CH:50]=[C:49]([CH3:53])[N:48]=3)=[O:35])=[CH:32][N:33]=[C:27]2[CH:26]=1. (4) Given the product [F:1][C:2]1[CH:17]=[CH:16][C:5]2[O:6][C:7]3[CH:15]=[CH:14][CH:13]=[CH:12][C:8]=3[C:9]([N:23]3[CH2:24][CH2:25][N:20]([CH2:18][CH3:19])[CH2:21][CH2:22]3)=[N:10][C:4]=2[CH:3]=1, predict the reactants needed to synthesize it. The reactants are: [F:1][C:2]1[CH:17]=[CH:16][C:5]2[O:6][C:7]3[CH:15]=[CH:14][CH:13]=[CH:12][C:8]=3[C:9](=O)[NH:10][C:4]=2[CH:3]=1.[CH2:18]([N:20]1[CH2:25][CH2:24][NH:23][CH2:22][CH2:21]1)[CH3:19]. (5) Given the product [CH3:1][C@@H:2]1[O:7][C@@H:6]([O:8][C@@H:9]2[C:14]3=[C:15]([OH:32])[C:16]4[C:28](=[O:29])[C:27]5[C:22](=[CH:23][CH:24]=[CH:25][C:26]=5[O:30][CH3:31])[C:20](=[O:21])[C:17]=4[C:18]([OH:19])=[C:13]3[CH2:12][C@@:11]([OH:37])([C:33]([CH2:35][OH:36])=[O:34])[CH2:10]2)[CH2:5][C@H:4]([NH2:38])[C@@H:3]1[OH:39], predict the reactants needed to synthesize it. The reactants are: [CH3:1][C@@H:2]1[O:7][C@@H:6]([O:8][C@@H:9]2[C:14]3=[C:15]([OH:32])[C:16]4[C:28](=[O:29])[C:27]5[C:22](=[CH:23][CH:24]=[CH:25][C:26]=5[O:30][CH3:31])[C:20](=[O:21])[C:17]=4[C:18]([OH:19])=[C:13]3[CH2:12][C@@:11]([OH:37])([C:33]([CH2:35][OH:36])=[O:34])[CH2:10]2)[CH2:5][C@H:4]([NH2:38])[C@@H:3]1[OH:39].Cl.C(N(CC)CC)C. (6) Given the product [Br:1][C:2]1[CH:3]=[C:4]2[C:9](=[C:10]([Cl:13])[CH:11]=1)[NH:8][C:7](=[O:12])[CH2:6][CH2:5]2, predict the reactants needed to synthesize it. The reactants are: [Br:1][C:2]1[CH:3]=[C:4]2[C:9](=[CH:10][CH:11]=1)[NH:8][C:7](=[O:12])[CH2:6][CH2:5]2.[Cl:13]N1C(=O)CCC1=O. (7) Given the product [OH:27][CH2:26][CH2:25][N:24]([CH3:29])[C:22]([C:19]1[CH:18]=[C:17]([C:4]2[CH:5]=[C:6]3[C:10](=[C:2]([Cl:1])[CH:3]=2)[C:9](=[O:11])[N:8]([C@H:12]([CH:14]2[CH2:16][CH2:15]2)[CH3:13])[CH2:7]3)[O:21][N:20]=1)=[O:23], predict the reactants needed to synthesize it. The reactants are: [Cl:1][C:2]1[CH:3]=[C:4]([C:17]2[O:21][N:20]=[C:19]([C:22]([N:24]3[CH2:29]C[O:27][CH2:26][CH2:25]3)=[O:23])[CH:18]=2)[CH:5]=[C:6]2[C:10]=1[C:9](=[O:11])[N:8]([C@H:12]([CH:14]1[CH2:16][CH2:15]1)[CH3:13])[CH2:7]2.ClC1C=C(C2ON=C(C(N3CCOCC3)=O)C=2)C=C2C=1C(=O)N([C@@H](C)C(F)(F)F)C2. (8) The reactants are: [F:1][C:2]1[CH:7]=[CH:6][C:5]([N:8]2[CH:13]=[CH:12][C:11]([I:14])=[C:10]([CH:15]=[O:16])[C:9]2=[O:17])=[CH:4][CH:3]=1.P([O-])(O)(O)=[O:19].[Na+].CC(=CC)C.C1COCC1.Cl([O-])=O.[Na+]. Given the product [F:1][C:2]1[CH:3]=[CH:4][C:5]([N:8]2[CH:13]=[CH:12][C:11]([I:14])=[C:10]([C:15]([OH:19])=[O:16])[C:9]2=[O:17])=[CH:6][CH:7]=1, predict the reactants needed to synthesize it.